From a dataset of Full USPTO retrosynthesis dataset with 1.9M reactions from patents (1976-2016). Predict the reactants needed to synthesize the given product. (1) The reactants are: Cl[C:2]1[C:3]2[C:12]([C:13]#[N:14])=[CH:11][N:10](COCC[Si](C)(C)C)[C:4]=2[N:5]=[C:6]([S:8][CH3:9])[N:7]=1.[Cl:23][C:24]1[CH:29]=[C:28]([O:30][CH3:31])[C:27]([O:32][CH3:33])=[CH:26][C:25]=1B(O)O. Given the product [Cl:23][C:24]1[CH:29]=[C:28]([O:30][CH3:31])[C:27]([O:32][CH3:33])=[CH:26][C:25]=1[C:2]1[C:3]2[C:12]([C:13]#[N:14])=[CH:11][NH:10][C:4]=2[N:5]=[C:6]([S:8][CH3:9])[N:7]=1, predict the reactants needed to synthesize it. (2) Given the product [CH2:16]([O:15][C:13]([NH:12][C@@H:4]([CH:5]([CH2:9][O:10][CH3:11])[CH2:6][O:7][CH3:8])[C:3]([OH:23])=[O:2])=[O:14])[C:17]1[CH:18]=[CH:19][CH:20]=[CH:21][CH:22]=1, predict the reactants needed to synthesize it. The reactants are: C[O:2][C:3](=[O:23])[C@@H:4]([NH:12][C:13]([O:15][CH2:16][C:17]1[CH:22]=[CH:21][CH:20]=[CH:19][CH:18]=1)=[O:14])[CH:5]([CH2:9][O:10][CH3:11])[CH2:6][O:7][CH3:8].O[Li].O. (3) Given the product [CH:1]1([O:6][C:7]2[CH:8]=[C:9]([N:15]([CH2:29][C:30]3[CH:31]=[N:32][CH:33]=[CH:34][CH:35]=3)[C:16]3[CH:28]=[CH:27][C:19]([O:20][CH2:21][CH2:22][OH:23])=[CH:18][CH:17]=3)[CH:10]=[CH:11][C:12]=2[O:13][CH3:14])[CH2:2][CH2:3][CH2:4][CH2:5]1, predict the reactants needed to synthesize it. The reactants are: [CH:1]1([O:6][C:7]2[CH:8]=[C:9]([N:15]([CH2:29][C:30]3[CH:31]=[N:32][CH:33]=[CH:34][CH:35]=3)[C:16]3[CH:28]=[CH:27][C:19]([O:20][CH2:21][C:22](OCC)=[O:23])=[CH:18][CH:17]=3)[CH:10]=[CH:11][C:12]=2[O:13][CH3:14])[CH2:5][CH2:4][CH2:3][CH2:2]1.[H-].[H-].[H-].[H-].[Li+].[Al+3].[NH4+].[Cl-].CCOC(C)=O.